Dataset: Full USPTO retrosynthesis dataset with 1.9M reactions from patents (1976-2016). Task: Predict the reactants needed to synthesize the given product. (1) Given the product [Cl:27][C:28]1[CH:29]=[C:30]([C:31]([NH:1][CH2:2][CH:3]2[CH2:8][CH:7]([C:9]3[CH:14]=[CH:13][C:12]([C:15]([F:17])([F:16])[F:18])=[CH:11][CH:10]=3)[CH2:6][N:5]([C:19]([N:21]3[CH2:26][CH2:25][O:24][CH2:23][CH2:22]3)=[O:20])[CH2:4]2)=[O:32])[CH:34]=[CH:35][CH:36]=1, predict the reactants needed to synthesize it. The reactants are: [NH2:1][CH2:2][CH:3]1[CH2:8][CH:7]([C:9]2[CH:14]=[CH:13][C:12]([C:15]([F:18])([F:17])[F:16])=[CH:11][CH:10]=2)[CH2:6][N:5]([C:19]([N:21]2[CH2:26][CH2:25][O:24][CH2:23][CH2:22]2)=[O:20])[CH2:4]1.[Cl:27][C:28]1[CH:29]=[C:30]([CH:34]=[CH:35][CH:36]=1)[C:31](Cl)=[O:32]. (2) Given the product [Cl:23][C:20]1[CH:21]=[CH:22][C:17]([NH:16][C:13]2[N:14]=[CH:15][C:10]3[CH2:9][N:8]([C:6]4[CH:7]=[C:2]([NH:1][C:32](=[O:33])[C:31]5[CH:35]=[CH:36][CH:37]=[C:29]([C:28]([F:27])([F:38])[F:39])[CH:30]=5)[CH:3]=[CH:4][C:5]=4[CH3:26])[CH2:25][CH2:24][C:11]=3[N:12]=2)=[CH:18][CH:19]=1, predict the reactants needed to synthesize it. The reactants are: [NH2:1][C:2]1[CH:3]=[CH:4][C:5]([CH3:26])=[C:6]([N:8]2[CH2:25][CH2:24][C:11]3[N:12]=[C:13]([NH:16][C:17]4[CH:22]=[CH:21][C:20]([Cl:23])=[CH:19][CH:18]=4)[N:14]=[CH:15][C:10]=3[CH2:9]2)[CH:7]=1.[F:27][C:28]([F:39])([F:38])[C:29]1[CH:30]=[C:31]([CH:35]=[CH:36][CH:37]=1)[C:32](O)=[O:33].CCN(C(C)C)C(C)C.F[P-](F)(F)(F)(F)F.N1(OC(N(C)C)=[N+](C)C)C2N=CC=CC=2N=N1. (3) Given the product [CH2:30]([N:37]1[C:41]2[C:18]3[CH:19]=[C:20]([O:21][CH3:22])[C:14]([C:13]4[C:9]([CH3:8])=[N:10][O:11][C:12]=4[CH3:23])=[CH:15][C:16]=3[N:17]=[C:2]([C:3]([O:5][CH2:6][CH3:7])=[O:4])[C:40]=2[O:39][C:38]1=[O:42])[C:31]1[CH:32]=[CH:33][CH:34]=[CH:35][CH:36]=1, predict the reactants needed to synthesize it. The reactants are: O=[CH:2][C:3]([O:5][CH2:6][CH3:7])=[O:4].[CH3:8][C:9]1[C:13]([C:14]2[CH:15]=[C:16]([CH:18]=[CH:19][C:20]=2[O:21][CH3:22])[NH2:17])=[C:12]([CH3:23])[O:11][N:10]=1.[O-]S([O-])(=O)=O.[Mg+2].[CH2:30]([N:37]1[CH:41]=[CH:40][O:39][C:38]1=[O:42])[C:31]1[CH:36]=[CH:35][CH:34]=[CH:33][CH:32]=1.CC1C=CC(S(O)(=O)=O)=CC=1. (4) Given the product [NH2:15][C:12]1[CH:13]=[CH:14][C:9]([O:8][C:6]2[CH:7]=[C:2]([NH:1][C:20]([N:29]3[CH2:33][CH2:32][CH2:31][CH2:30]3)=[O:21])[N:3]=[CH:4][N:5]=2)=[C:10]([Cl:18])[CH:11]=1, predict the reactants needed to synthesize it. The reactants are: [NH2:1][C:2]1[CH:7]=[C:6]([O:8][C:9]2[CH:14]=[CH:13][C:12]([N+:15]([O-])=O)=[CH:11][C:10]=2[Cl:18])[N:5]=[CH:4][N:3]=1.Cl[C:20](OC1C=CC=CC=1)=[O:21].[NH:29]1[CH2:33][CH2:32][CH2:31][CH2:30]1.[Cl-].[NH4+].